From a dataset of Reaction yield outcomes from USPTO patents with 853,638 reactions. Predict the reaction yield, written as a fraction of the theoretical maximum amount of product (1.0 means a 100% yield; for example, 0.34 means a 34% yield). The reactants are [CH:1]1([O:5][C:6]2[C:14]([CH3:15])=[CH:13][CH:12]=[CH:11][C:7]=2[C:8]([OH:10])=O)[CH2:4][CH2:3][CH2:2]1.[CH2:16]([O:18][C:19]([C:21]1([NH2:31])[CH2:29][C:28]2[C:23](=[CH:24][CH:25]=[C:26]([F:30])[CH:27]=2)[CH2:22]1)=[O:20])[CH3:17].CN(C(ON1N=NC2C=CC=NC1=2)=[N+](C)C)C.F[P-](F)(F)(F)(F)F.CCN(C(C)C)C(C)C. The catalyst is CN(C=O)C. The product is [CH2:16]([O:18][C:19]([C:21]1([NH:31][C:8](=[O:10])[C:7]2[CH:11]=[CH:12][CH:13]=[C:14]([CH3:15])[C:6]=2[O:5][CH:1]2[CH2:2][CH2:3][CH2:4]2)[CH2:29][C:28]2[C:23](=[CH:24][CH:25]=[C:26]([F:30])[CH:27]=2)[CH2:22]1)=[O:20])[CH3:17]. The yield is 0.850.